From a dataset of Catalyst prediction with 721,799 reactions and 888 catalyst types from USPTO. Predict which catalyst facilitates the given reaction. (1) The catalyst class is: 39. Reactant: [F:1][C:2]1[CH:7]=[CH:6][C:5](I)=[CH:4][CH:3]=1.[C:9]1([S:15]([O-:17])=[O:16])[CH:14]=[CH:13][CH:12]=[CH:11][CH:10]=1.[Na+]. Product: [F:1][C:2]1[CH:7]=[CH:6][C:5]([S:15]([C:9]2[CH:14]=[CH:13][CH:12]=[CH:11][CH:10]=2)(=[O:17])=[O:16])=[CH:4][CH:3]=1. (2) Reactant: [Cl:1][C:2]1[CH:35]=[CH:34][C:5]2[N:6]([CH2:9][C:10]3[C:18]4[C:13](=[N:14][CH:15]=[CH:16][CH:17]=4)[N:12]([C:19]([N:21]([CH3:33])[CH2:22][CH2:23][N:24](C)[C:25](=O)OC(C)(C)C)=[O:20])[N:11]=3)[N:7]=[N:8][C:4]=2[C:3]=1[O:36][C:37]1[CH:42]=[C:41]([C:43]#[N:44])[CH:40]=[C:39]([Cl:45])[CH:38]=1. Product: [Cl-:1].[Cl:1][C:2]1[CH:35]=[CH:34][C:5]2[N:6]([CH2:9][C:10]3[C:18]4[C:13](=[N:14][CH:15]=[CH:16][CH:17]=4)[N:12]([C:19]([N:21]([CH3:33])[CH2:22][CH2:23][NH2+:24][CH3:25])=[O:20])[N:11]=3)[N:7]=[N:8][C:4]=2[C:3]=1[O:36][C:37]1[CH:42]=[C:41]([C:43]#[N:44])[CH:40]=[C:39]([Cl:45])[CH:38]=1. The catalyst class is: 67. (3) Reactant: Br.Br[CH2:3][C:4]([C:6]1[CH:7]=[N:8][CH:9]=[CH:10][CH:11]=1)=O.Br.[C:13]([O:17][C:18](=[O:24])[CH2:19][S:20][C:21](=[NH:23])[NH2:22])([CH3:16])([CH3:15])[CH3:14].C(N(C(C)C)CC)(C)C. Product: [C:13]([O:17][C:18](=[O:24])[CH2:19][S:20][C:21]1[NH:23][CH:3]=[C:4]([C:6]2[CH:7]=[N:8][CH:9]=[CH:10][CH:11]=2)[N:22]=1)([CH3:16])([CH3:14])[CH3:15]. The catalyst class is: 10. (4) Reactant: [C:1]([OH:4])(=O)[CH3:2].[F:5][C:6]([F:16])([F:15])[C:7]1[CH:12]=[CH:11][C:10]([CH2:13][NH2:14])=[CH:9][CH:8]=1.F[B-](F)(F)F.N1(OC(N(C)C)=[N+](C)C)C2C=CC=CC=2N=N1.C(N(C(C)C)C(C)C)C. Product: [F:5][C:6]([F:15])([F:16])[C:7]1[CH:12]=[CH:11][C:10]([CH2:13][NH:14][C:1](=[O:4])[CH3:2])=[CH:9][CH:8]=1. The catalyst class is: 31. (5) Reactant: Br[C:2]1[S:3][C:4](Br)=[CH:5][CH:6]=1.[CH3:8][O:9][C:10]1[CH:15]=[CH:14][C:13](B(O)O)=[CH:12][CH:11]=1. Product: [CH3:8][O:9][C:10]1[CH:15]=[CH:14][C:13]([C:2]2[S:3][C:4]([C:13]3[CH:14]=[CH:15][C:10]([O:9][CH3:8])=[CH:11][CH:12]=3)=[CH:5][CH:6]=2)=[CH:12][CH:11]=1. The catalyst class is: 195. (6) Reactant: [OH-].[Li+].O1CCCC1.C[O:9][C:10](=[O:28])[CH2:11][C:12]1[CH:17]=[CH:16][C:15]([C:18]2[CH:27]=[CH:26][C:25]3[C:20](=[CH:21][CH:22]=[CH:23][CH:24]=3)[CH:19]=2)=[CH:14][CH:13]=1.Cl. Product: [CH:19]1[C:20]2[C:25](=[CH:24][CH:23]=[CH:22][CH:21]=2)[CH:26]=[CH:27][C:18]=1[C:15]1[CH:16]=[CH:17][C:12]([CH2:11][C:10]([OH:28])=[O:9])=[CH:13][CH:14]=1. The catalyst class is: 5.